Dataset: Catalyst prediction with 721,799 reactions and 888 catalyst types from USPTO. Task: Predict which catalyst facilitates the given reaction. (1) Reactant: C([N:8]1[C:12]([C:13]2([CH2:23][CH3:24])[CH2:21][C:20]3[C:15](=[CH:16][CH:17]=[C:18]([F:22])[CH:19]=3)[CH2:14]2)=[CH:11][N:10]=[CH:9]1)C1C=CC=CC=1. Product: [CH2:23]([C:13]1([C:12]2[N:8]=[CH:9][NH:10][CH:11]=2)[CH2:21][C:20]2[C:15](=[CH:16][CH:17]=[C:18]([F:22])[CH:19]=2)[CH2:14]1)[CH3:24]. The catalyst class is: 171. (2) Reactant: [C:1]1([Mg]Br)[CH:6]=[CH:5][CH:4]=[CH:3][CH:2]=1.[N:9]1[C:16]([Cl:17])=[N:15][C:13](Cl)=[N:12][C:10]=1[Cl:11].[NH4+].[Cl-]. Product: [Cl:11][C:10]1[N:9]=[C:16]([Cl:17])[N:15]=[C:13]([C:1]2[CH:6]=[CH:5][CH:4]=[CH:3][CH:2]=2)[N:12]=1. The catalyst class is: 1. (3) Reactant: [Cl:1][C:2]1[CH:10]=[CH:9][C:5]([C:6]([OH:8])=O)=[C:4]([NH:11][S:12]([C:15]2[CH:20]=[CH:19][C:18]([Cl:21])=[C:17]([C:22]([F:25])([F:24])[F:23])[CH:16]=2)(=[O:14])=[O:13])[CH:3]=1.Cl.[CH3:27][NH:28][CH3:29].C([N:33]([CH2:37][CH3:38])[CH:34]([CH3:36])[CH3:35])(C)C.CCCP1(OP(CCC)(=O)OP(CCC)(=O)O1)=[O:43]. Product: [CH3:27][N:28]([CH3:29])[C:36]([CH:34]1[CH2:35][CH2:38][CH2:37][N:33]1[C:6](=[O:8])[C:5]1[CH:9]=[CH:10][C:2]([Cl:1])=[CH:3][C:4]=1[NH:11][S:12]([C:15]1[CH:20]=[CH:19][C:18]([Cl:21])=[C:17]([C:22]([F:23])([F:24])[F:25])[CH:16]=1)(=[O:13])=[O:14])=[O:43]. The catalyst class is: 2. (4) Reactant: [CH3:1][O:2][C:3]([C:5]1[N:6]=[C:7]([NH:10][C:11](=[O:47])[C@@H:12]([NH:20][C:21](=[O:46])[C@H:22]([NH:38]C(OC(C)(C)C)=O)[C:23]2[CH:28]=[CH:27][C:26]([O:29][CH2:30][C@H:31]3[CH2:35][O:34]C(C)(C)[O:32]3)=[CH:25][CH:24]=2)[CH2:13][C:14]2[CH:19]=[CH:18][CH:17]=[CH:16][CH:15]=2)[S:8][CH:9]=1)=[O:4].FC(F)(F)C(O)=O. Product: [CH3:1][O:2][C:3]([C:5]1[N:6]=[C:7]([NH:10][C:11](=[O:47])[C@@H:12]([NH:20][C:21](=[O:46])[C@H:22]([NH2:38])[C:23]2[CH:24]=[CH:25][C:26]([O:29][CH2:30][C@H:31]([OH:32])[CH2:35][OH:34])=[CH:27][CH:28]=2)[CH2:13][C:14]2[CH:15]=[CH:16][CH:17]=[CH:18][CH:19]=2)[S:8][CH:9]=1)=[O:4]. The catalyst class is: 4. (5) Reactant: [NH2:1][CH:2]1[C:10]2[C:5](=[CH:6][CH:7]=[CH:8][CH:9]=2)[CH:4]([C:11]([O:13][CH3:14])=[O:12])[CH2:3]1.[F:15][C:16]([F:27])([F:26])[C:17]1[CH:18]=[C:19]([CH:23]=[CH:24][CH:25]=1)[C:20](O)=[O:21].F[P-](F)(F)(F)(F)F.N1(OC(N(C)C)=[N+](C)C)C2N=CC=CC=2N=N1.CCN(C(C)C)C(C)C. Product: [F:15][C:16]([F:26])([F:27])[C:17]1[CH:18]=[C:19]([CH:23]=[CH:24][CH:25]=1)[C:20]([NH:1][CH:2]1[C:10]2[C:5](=[CH:6][CH:7]=[CH:8][CH:9]=2)[CH:4]([C:11]([O:13][CH3:14])=[O:12])[CH2:3]1)=[O:21]. The catalyst class is: 35. (6) Reactant: O[CH2:2][C@@H:3]([CH3:16])[CH2:4][N:5]1[C:10]2[CH:11]=[CH:12][CH:13]=[CH:14][C:9]=2[O:8][CH2:7][C:6]1=[O:15].C1(P(C2C=CC=CC=2)C2C=CC=CC=2)C=CC=CC=1.N1C=CN=C1.[I:41]I. Product: [I:41][CH2:2][C@@H:3]([CH3:16])[CH2:4][N:5]1[C:10]2[CH:11]=[CH:12][CH:13]=[CH:14][C:9]=2[O:8][CH2:7][C:6]1=[O:15]. The catalyst class is: 22. (7) Reactant: [Cl:1][C:2]1[CH:7]=[CH:6][C:5]([C:8]2[N:13]=[C:12]3[CH2:14][CH2:15][CH2:16][C:11]3=[C:10]([NH:17][C:18]3[CH:23]=[CH:22][C:21]([CH2:24][C:25]([O:27]CC)=O)=[CH:20][CH:19]=3)[CH:9]=2)=[CH:4][CH:3]=1.[NH3:30]. Product: [ClH:1].[Cl:1][C:2]1[CH:3]=[CH:4][C:5]([C:8]2[N:13]=[C:12]3[CH2:14][CH2:15][CH2:16][C:11]3=[C:10]([NH:17][C:18]3[CH:23]=[CH:22][C:21]([CH2:24][C:25]([NH2:30])=[O:27])=[CH:20][CH:19]=3)[CH:9]=2)=[CH:6][CH:7]=1. The catalyst class is: 5. (8) Product: [Cl:15][C:2]1[C:3](=[O:11])[NH:4][C:5]2[C:10]([N:1]=1)=[CH:9][CH:8]=[CH:7][CH:6]=2. Reactant: [NH:1]1[C:10]2[C:5](=[CH:6][CH:7]=[CH:8][CH:9]=2)[NH:4][C:3](=[O:11])[C:2]1=O.O=S(Cl)[Cl:15].C1(C)C=CC=CC=1. The catalyst class is: 3. (9) Reactant: Cl.[CH3:2][N:3]1[C:12]2[C:7](=[CH:8][CH:9]=[CH:10][CH:11]=2)[C:6]([NH:13][CH:14]2[CH2:19][CH2:18][NH:17][CH2:16][CH2:15]2)=[C:5]([C:20]#[N:21])[C:4]1=[O:22].[C:23](Cl)(=[O:26])[CH:24]=[CH2:25].CCN(C(C)C)C(C)C. Product: [C:23]([N:17]1[CH2:16][CH2:15][CH:14]([NH:13][C:6]2[C:7]3[C:12](=[CH:11][CH:10]=[CH:9][CH:8]=3)[N:3]([CH3:2])[C:4](=[O:22])[C:5]=2[C:20]#[N:21])[CH2:19][CH2:18]1)(=[O:26])[CH:24]=[CH2:25]. The catalyst class is: 4.